Task: Predict the reaction yield, written as a fraction of the theoretical maximum amount of product (1.0 means a 100% yield; for example, 0.34 means a 34% yield).. Dataset: Reaction yield outcomes from USPTO patents with 853,638 reactions (1) The reactants are [CH2:1]([N:8]1[CH2:14][C:13]2[N:15]=[CH:16][C:17]([N:19]([CH3:23])[CH:20]([CH3:22])[CH3:21])=[N:18][C:12]=2[O:11][CH2:10][CH2:9]1)[C:2]1[CH:7]=[CH:6][CH:5]=[CH:4][CH:3]=1.[Br:24]N1C(=O)CCC1=O.C(#N)C. The catalyst is O. The product is [CH2:1]([N:8]1[CH2:14][C:13]2[N:15]=[C:16]([Br:24])[C:17]([N:19]([CH3:23])[CH:20]([CH3:21])[CH3:22])=[N:18][C:12]=2[O:11][CH2:10][CH2:9]1)[C:2]1[CH:3]=[CH:4][CH:5]=[CH:6][CH:7]=1. The yield is 0.200. (2) The reactants are [NH2:1][C:2]1[C:3]([C:26](OCC)=[O:27])=[N:4][C:5]([NH:17][C:18]2[CH:23]=[CH:22][CH:21]=[CH:20][C:19]=2[CH2:24][OH:25])=[N:6][C:7]=1[NH:8][C:9]1[CH:14]=[CH:13][CH:12]=[CH:11][C:10]=1[O:15][CH3:16].C(OC(C1C([N+]([O-])=O)=C(NC2C=CC=CC=2OC)N=C(NC2C=CC=CC=2CO)[N:37]=1)=O)C.[CH2:63]([OH:65])C. The catalyst is [Pd]. The product is [OH:25][CH2:24][C:19]1[CH:20]=[CH:21][CH:22]=[CH:23][C:18]=1[NH:17][C:5]1[N:6]=[C:7]2[C:2]([NH:1][C:63](=[O:65])[N:8]2[C:9]2[CH:14]=[CH:13][CH:12]=[CH:11][C:10]=2[O:15][CH3:16])=[C:3]([C:26]([NH2:37])=[O:27])[N:4]=1. The yield is 0.890. (3) The reactants are [Li+].[CH3:2]C([N-]C(C)C)C.C1([CH:15]2[C:23]3[C:18](=[CH:19][CH:20]=[CH:21][CH:22]=3)[C:17](=[O:24])[CH2:16]2)C=CC=CC=1.IC. The catalyst is C1COCC1. The product is [CH3:2][CH:16]1[CH2:15][C:23]2[C:18](=[CH:19][CH:20]=[CH:21][CH:22]=2)[C:17]1=[O:24]. The yield is 0.220. (4) The reactants are [CH:1]1[S:2][CH:3]=[C:4]2[C:9]=1[CH:8]=[C:7]([C:10]([O:12]C)=[O:11])[N:6]=[CH:5]2.[OH-].[Na+]. The catalyst is CO.O. The product is [CH:1]1[S:2][CH:3]=[C:4]2[C:9]=1[CH:8]=[C:7]([C:10]([OH:12])=[O:11])[N:6]=[CH:5]2. The yield is 0.970. (5) The reactants are [Si]([O:8][CH:9]([C:39]([CH3:42])([CH3:41])[CH3:40])[CH2:10][O:11][C:12]1[CH:17]=[CH:16][C:15]([C:18]([C:23]2[CH:36]=[CH:35][C:26]([CH2:27][NH:28][CH2:29][CH2:30][S:31]([CH3:34])(=[O:33])=[O:32])=[C:25]([CH3:37])[CH:24]=2)([CH2:21][CH3:22])[CH2:19][CH3:20])=[CH:14][C:13]=1[CH3:38])(C(C)(C)C)(C)C.CCCC[N+](CCCC)(CCCC)CCCC.[F-]. The catalyst is C1COCC1.O. The product is [CH2:19]([C:18]([C:15]1[CH:16]=[CH:17][C:12]([O:11][CH2:10][CH:9]([OH:8])[C:39]([CH3:40])([CH3:42])[CH3:41])=[C:13]([CH3:38])[CH:14]=1)([C:23]1[CH:36]=[CH:35][C:26]([CH2:27][NH:28][CH2:29][CH2:30][S:31]([CH3:34])(=[O:33])=[O:32])=[C:25]([CH3:37])[CH:24]=1)[CH2:21][CH3:22])[CH3:20]. The yield is 0.790. (6) The reactants are [Cl:1][C:2]1[N:7]=[N:6][C:5]([NH2:8])=[CH:4][CH:3]=1.[C:9](O[C:9]([O:11][C:12]([CH3:15])([CH3:14])[CH3:13])=[O:10])([O:11][C:12]([CH3:15])([CH3:14])[CH3:13])=[O:10].[OH2:24]. The catalyst is CN(C=O)C.CN(C1C=CN=CC=1)C. The product is [Cl:1][C:2]1[N:7]=[N:6][C:5]([N:8]([C:9]([O:11][C:12]([CH3:15])([CH3:14])[CH3:13])=[O:10])[C:9]([O:11][C:12]([CH3:15])([CH3:14])[CH3:13])=[O:24])=[CH:4][CH:3]=1. The yield is 0.800.